This data is from Full USPTO retrosynthesis dataset with 1.9M reactions from patents (1976-2016). The task is: Predict the reactants needed to synthesize the given product. (1) Given the product [CH3:21][C:22]1[CH:28]=[CH:27][C:25]([NH2:26])=[CH:24][C:23]=1[C:2]1[CH:7]=[N:6][C:5]([O:8][CH:9]2[CH2:14][CH2:13][O:12][CH2:11][CH2:10]2)=[C:4]([N:15]2[CH2:20][CH2:19][O:18][CH2:17][CH2:16]2)[CH:3]=1, predict the reactants needed to synthesize it. The reactants are: Br[C:2]1[CH:3]=[C:4]([N:15]2[CH2:20][CH2:19][O:18][CH2:17][CH2:16]2)[C:5]([O:8][CH:9]2[CH2:14][CH2:13][O:12][CH2:11][CH2:10]2)=[N:6][CH:7]=1.[CH3:21][C:22]1[CH:28]=[CH:27][C:25]([NH2:26])=[CH:24][C:23]=1B1OC(C)(C)C(C)(C)O1. (2) Given the product [C:17]([C:19]1[CH:24]=[CH:23][C:22]([C:2]2[CH:3]=[C:4]([F:16])[CH:5]=[C:6]3[C:10]=2[N:9]([CH3:11])[C:8]([C:12]([NH2:14])=[O:13])=[C:7]3[CH3:15])=[CH:21][CH:20]=1)#[N:18], predict the reactants needed to synthesize it. The reactants are: Br[C:2]1[CH:3]=[C:4]([F:16])[CH:5]=[C:6]2[C:10]=1[N:9]([CH3:11])[C:8]([C:12]([NH2:14])=[O:13])=[C:7]2[CH3:15].[C:17]([C:19]1[CH:24]=[CH:23][C:22](B(O)O)=[CH:21][CH:20]=1)#[N:18]. (3) Given the product [CH3:35][C:33]([O:32][C:30]([NH:37][C@H:38]([C:43]([NH:15][CH2:14][CH:10]1[O:11][CH2:12][CH2:13][N:8]([CH2:1][C:2]2[CH:3]=[CH:4][CH:5]=[CH:6][CH:7]=2)[CH2:9]1)=[O:44])[CH2:39][CH:40]([CH3:41])[CH3:42])=[O:31])([CH3:34])[CH3:36], predict the reactants needed to synthesize it. The reactants are: [CH2:1]([N:8]1[CH2:13][CH2:12][O:11][CH:10]([CH2:14][NH2:15])[CH2:9]1)[C:2]1[CH:7]=[CH:6][CH:5]=[CH:4][CH:3]=1.C1C=CC2N(O)N=NC=2C=1.C(Cl)CCl.[C:30]([NH:37][C@H:38]([C:43](O)=[O:44])[CH2:39][CH:40]([CH3:42])[CH3:41])([O:32][C:33]([CH3:36])([CH3:35])[CH3:34])=[O:31].C(N(CC)CC)C.